The task is: Predict the reactants needed to synthesize the given product.. This data is from Full USPTO retrosynthesis dataset with 1.9M reactions from patents (1976-2016). (1) Given the product [Si:33]([O:1][C:2]1[CH2:7][CH2:6][N:5]([C:8]([O:10][CH2:11][C:12]2[CH:17]=[CH:16][CH:15]=[CH:14][CH:13]=2)=[O:9])[CH2:4][CH:3]=1)([C:36]([CH3:39])([CH3:38])[CH3:37])([CH3:35])[CH3:34], predict the reactants needed to synthesize it. The reactants are: [O:1]=[C:2]1[CH2:7][CH2:6][N:5]([C:8]([O:10][CH2:11][C:12]2[CH:17]=[CH:16][CH:15]=[CH:14][CH:13]=2)=[O:9])[CH2:4][CH2:3]1.CCN(C(C)C)C(C)C.FC(F)(F)S(O[Si:33]([C:36]([CH3:39])([CH3:38])[CH3:37])([CH3:35])[CH3:34])(=O)=O. (2) Given the product [Cl:37][C:38]([Cl:45])([Cl:44])[CH2:39][O:40][C:41](=[O:42])[NH:27][C:7]1[N:8]([C:10]2[CH:18]=[C:17]3[C:13]([CH:14]=[N:15][N:16]3[CH2:19][CH2:20][N:21]3[CH2:26][CH2:25][O:24][CH2:23][CH2:22]3)=[CH:12][CH:11]=2)[N:9]=[C:5]([C:1]([CH3:4])([CH3:2])[CH3:3])[CH:6]=1, predict the reactants needed to synthesize it. The reactants are: [C:1]([C:5]1[CH:6]=[C:7]([NH2:27])[N:8]([C:10]2[CH:18]=[C:17]3[C:13]([CH:14]=[N:15][N:16]3[CH2:19][CH2:20][N:21]3[CH2:26][CH2:25][O:24][CH2:23][CH2:22]3)=[CH:12][CH:11]=2)[N:9]=1)([CH3:4])([CH3:3])[CH3:2].CCN(C(C)C)C(C)C.[Cl:37][C:38]([Cl:45])([Cl:44])[CH2:39][O:40][C:41](Cl)=[O:42]. (3) Given the product [NH2:11][CH2:10][C@@:9]([NH:13][C@H:14]([C:17]1[CH:18]=[CH:19][CH:20]=[CH:21][CH:22]=1)[CH2:15][OH:16])([CH3:12])[C:8]([F:23])([F:24])[F:7], predict the reactants needed to synthesize it. The reactants are: [H-].[Al+3].[Li+].[H-].[H-].[H-].[F:7][C:8]([F:24])([F:23])[C@:9]([NH:13][C@H:14]([C:17]1[CH:22]=[CH:21][CH:20]=[CH:19][CH:18]=1)[CH2:15][OH:16])([CH3:12])[C:10]#[N:11].O.C([O-])([O-])=O.[K+].[K+].